This data is from Forward reaction prediction with 1.9M reactions from USPTO patents (1976-2016). The task is: Predict the product of the given reaction. Given the reactants [CH3:1][C:2]1[C:6]([N+:7]([O-])=O)=[C:5]([CH3:10])[N:4]([CH:11]2[CH2:16][CH2:15][N:14]([CH3:17])[CH2:13][CH2:12]2)[N:3]=1, predict the reaction product. The product is: [CH3:1][C:2]1[C:6]([NH2:7])=[C:5]([CH3:10])[N:4]([CH:11]2[CH2:16][CH2:15][N:14]([CH3:17])[CH2:13][CH2:12]2)[N:3]=1.